Predict which catalyst facilitates the given reaction. From a dataset of Catalyst prediction with 721,799 reactions and 888 catalyst types from USPTO. (1) Reactant: C(P(CCCC)CCCC)CCC.[CH3:14][O:15][C:16](=[O:25])[CH2:17][C:18]1[CH:23]=[CH:22][CH:21]=[C:20]([OH:24])[CH:19]=1.[CH:26]([C:29]1[N:30]=[C:31]([C:38]2[CH:43]=[CH:42][C:41]([C:44]([F:47])([F:46])[F:45])=[CH:40][CH:39]=2)[O:32][C:33]=1[CH:34]([CH3:37])[CH2:35]O)([CH3:28])[CH3:27]. Product: [CH3:14][O:15][C:16](=[O:25])[CH2:17][C:18]1[CH:23]=[CH:22][CH:21]=[C:20]([O:24][CH2:37][CH:34]([C:33]2[O:32][C:31]([C:38]3[CH:43]=[CH:42][C:41]([C:44]([F:45])([F:46])[F:47])=[CH:40][CH:39]=3)=[N:30][C:29]=2[CH:26]([CH3:28])[CH3:27])[CH3:35])[CH:19]=1. The catalyst class is: 691. (2) Reactant: [F:1][C:2]([F:15])([F:14])[S:3]([O:6]S(C(F)(F)F)(=O)=O)(=[O:5])=[O:4].[CH2:16]([O:18][C:19]([C:21]1[O:29][C:28]2[C:27]([Br:30])=[CH:26][N:25]=[CH:24][C:23]=2[C:22]=1O)=[O:20])[CH3:17].N1C=CC=CC=1. Product: [CH2:16]([O:18][C:19]([C:21]1[O:29][C:28]2[C:27]([Br:30])=[CH:26][N:25]=[CH:24][C:23]=2[C:22]=1[O:6][S:3]([C:2]([F:15])([F:14])[F:1])(=[O:5])=[O:4])=[O:20])[CH3:17]. The catalyst class is: 2. (3) Reactant: [C:1]([O:5][C:6]([CH:8]1[CH2:17][C:12]2([CH2:16][CH2:15][CH2:14][CH2:13]2)[C:11](=[O:18])[O:10][CH:9]1[CH2:19][O:20][CH3:21])=[O:7])([CH3:4])([CH3:3])[CH3:2].N12CCCN=C1CCCCC2. Product: [C:1]([O:5][C:6](/[C:8](=[CH:9]/[CH2:19][O:20][CH3:21])/[CH2:17][C:12]1([C:11]([OH:18])=[O:10])[CH2:16][CH2:15][CH2:14][CH2:13]1)=[O:7])([CH3:3])([CH3:2])[CH3:4]. The catalyst class is: 11. (4) Reactant: [C:1]1([Mg]Br)[CH:6]=[CH:5][CH:4]=[CH:3][CH:2]=1.[CH3:9][N:10]([CH3:22])[N:11]1[C:19](=[O:20])[C:18]2[C:13](=[CH:14][CH:15]=[CH:16][CH:17]=2)[C:12]1=[O:21].CCCCCC. Product: [CH3:22][N:10]([CH3:9])[NH:11][C:19](=[O:20])[C:18]1[CH:17]=[CH:16][CH:15]=[CH:14][C:13]=1[C:12](=[O:21])[C:1]1[CH:6]=[CH:5][CH:4]=[CH:3][CH:2]=1. The catalyst class is: 1. (5) Reactant: C([O:4][C:5]1[CH:9]=[N:8][N:7]([C:10]2[CH:15]=[CH:14][CH:13]=[C:12]([N+:16]([O-])=O)[CH:11]=2)[N:6]=1)(=O)C.[H][H].[NH2:21][C@H:22]1[CH2:27][CH2:26][CH2:25][CH2:24][C@H:23]1[NH:28][C:29]1[N:34]=[C:33](NC2C=C(N3N=CC=[N+]3[O-])C=CC=2)[C:32]([C:48](=[O:50])[NH2:49])=[CH:31][N:30]=1. Product: [NH2:21][C@H:22]1[CH2:27][CH2:26][CH2:25][CH2:24][C@H:23]1[NH:28][C:29]1[N:34]=[C:33]([NH:16][C:12]2[CH:13]=[CH:14][CH:15]=[C:10]([N:7]3[N:6]=[C:5]([OH:4])[CH:9]=[N:8]3)[CH:11]=2)[C:32]([C:48]([NH2:49])=[O:50])=[CH:31][N:30]=1. The catalyst class is: 99. (6) Reactant: [NH2:1][C:2]1[CH:3]=[N:4][CH:5]=[CH:6][CH:7]=1.Cl.N([O-])=O.[Na+:12].S([NH2:17])(=O)(=O)O.[NH2:18][C:19]1[C:28]2[C:23](=[CH:24][CH:25]=[CH:26][CH:27]=2)[C:22]([S:29]([OH:32])(=[O:31])=[O:30])=[CH:21][CH:20]=1.[OH-].[Na+].[Cl-].[Na+]. Product: [Na+:12].[NH2:18][C:19]1[C:28]2[C:23](=[CH:24][CH:25]=[CH:26][CH:27]=2)[C:22]([S:29]([O-:32])(=[O:30])=[O:31])=[CH:21][C:20]=1[N:17]=[N:1][C:2]1[CH:3]=[N:4][CH:5]=[CH:6][CH:7]=1. The catalyst class is: 6. (7) Reactant: [C:1]([O:5][C:6]([N:8]1[CH2:13][CH2:12][C@H:11]([NH:14]CC2C=CC=CC=2)[C@H:10]([F:22])[CH2:9]1)=[O:7])([CH3:4])([CH3:3])[CH3:2].[H][H]. Product: [C:1]([O:5][C:6]([N:8]1[CH2:13][CH2:12][C@H:11]([NH2:14])[C@H:10]([F:22])[CH2:9]1)=[O:7])([CH3:4])([CH3:2])[CH3:3]. The catalyst class is: 19. (8) The catalyst class is: 10. Reactant: [Cl:1][C:2]1[N:11]=[CH:10][C:9]2[C:4](=[CH:5][CH:6]=[C:7]([OH:12])[CH:8]=2)[N:3]=1.[Cl:13]N1C(=O)CCC1=O. Product: [Cl:1][C:2]1[N:11]=[CH:10][C:9]2[C:4](=[CH:5][CH:6]=[C:7]([OH:12])[C:8]=2[Cl:13])[N:3]=1.